Dataset: Full USPTO retrosynthesis dataset with 1.9M reactions from patents (1976-2016). Task: Predict the reactants needed to synthesize the given product. Given the product [CH3:17][O:18][C:19](=[O:25])[CH:20]([CH3:24])[C:21]([NH:13][C:10]1[CH:11]=[CH:12][C:7]([O:6][CH2:5][C:4]2[CH:14]=[CH:15][CH:16]=[C:2]([F:1])[CH:3]=2)=[CH:8][CH:9]=1)=[O:22], predict the reactants needed to synthesize it. The reactants are: [F:1][C:2]1[CH:3]=[C:4]([CH:14]=[CH:15][CH:16]=1)[CH2:5][O:6][C:7]1[CH:12]=[CH:11][C:10]([NH2:13])=[CH:9][CH:8]=1.[CH3:17][O:18][C:19](=[O:25])[CH:20]([CH3:24])[C:21](O)=[O:22].